The task is: Predict the reaction yield, written as a fraction of the theoretical maximum amount of product (1.0 means a 100% yield; for example, 0.34 means a 34% yield).. This data is from Reaction yield outcomes from USPTO patents with 853,638 reactions. (1) The reactants are Cl.[N:2]1([CH2:8][CH2:9][CH2:10][O:11][C:12]2[CH:17]=[CH:16][C:15]([N:18]3[CH2:23][CH2:22][NH:21][CH2:20][CH2:19]3)=[CH:14][CH:13]=2)[CH2:7][CH2:6][CH2:5][CH2:4][CH2:3]1.[CH3:24][C:25]([CH3:27])=O.C(O)(=O)C.C(O[BH-](OC(=O)C)OC(=O)C)(=O)C.[Na+].[Cl:46][CH:47]([Cl:49])C. No catalyst specified. The product is [NH3:2].[CH3:10][OH:11].[Cl:46][CH2:47][Cl:49].[CH:25]([N:21]1[CH2:20][CH2:19][N:18]([C:15]2[CH:16]=[CH:17][C:12]([O:11][CH2:10][CH2:9][CH2:8][N:2]3[CH2:7][CH2:6][CH2:5][CH2:4][CH2:3]3)=[CH:13][CH:14]=2)[CH2:23][CH2:22]1)([CH3:27])[CH3:24]. The yield is 0.0500. (2) The reactants are [F:1][C:2]1[CH:3]=[C:4]2[C:8](=[CH:9][C:10]=1[NH:11][C:12]([CH:14]([O:16]C(=O)C)[CH3:15])=[O:13])[NH:7][C:6](=[O:20])[CH2:5]2.[OH-].[Na+]. The catalyst is CO.O. The product is [F:1][C:2]1[CH:3]=[C:4]2[C:8](=[CH:9][C:10]=1[NH:11][C:12](=[O:13])[C@@H:14]([OH:16])[CH3:15])[NH:7][C:6](=[O:20])[CH2:5]2. The yield is 0.420. (3) The yield is 0.670. The product is [Cl:8][C:6]1[C:5]([C:9]([F:12])([F:11])[F:10])=[CH:4][N:3]=[C:2]([NH:18][C:19]2[CH:20]=[CH:21][C:22]([CH:25]3[CH2:30][CH2:29][CH2:28][CH2:27][N:26]3[C:31]([O:33][C:34]([CH3:37])([CH3:36])[CH3:35])=[O:32])=[CH:23][CH:24]=2)[N:7]=1. The catalyst is [Cl-].[Cl-].[Zn+2].ClCCCl.CC(O)(C)C. The reactants are Cl[C:2]1[N:7]=[C:6]([Cl:8])[C:5]([C:9]([F:12])([F:11])[F:10])=[CH:4][N:3]=1.C(OCC)C.[NH2:18][C:19]1[CH:24]=[CH:23][C:22]([CH:25]2[CH2:30][CH2:29][CH2:28][CH2:27][N:26]2[C:31]([O:33][C:34]([CH3:37])([CH3:36])[CH3:35])=[O:32])=[CH:21][CH:20]=1.C(N(CC)CC)C. (4) The reactants are [C:1]([C:3]1[CH:8]=[CH:7][CH:6]=[CH:5][C:4]=1[S:9]([O:12][C:13]1[CH:14]=[C:15]([CH:21]=[C:22]([CH3:24])[CH:23]=1)[O:16][CH2:17][CH2:18][CH:19]=[O:20])(=[O:11])=[O:10])#[N:2].[N+]([O-])(O)=[O:26].[NH2:29][NH:30][C:31]([NH2:33])=[NH:32].O. The catalyst is C(O)C. The product is [C:19]([OH:20])(=[O:26])[CH3:18].[C:1]([C:3]1[CH:8]=[CH:7][CH:6]=[CH:5][C:4]=1[S:9]([O:12][C:13]1[CH:14]=[C:15]([CH:21]=[C:22]([CH3:24])[CH:23]=1)[O:16][CH2:17][CH2:18][CH2:19][NH:29][NH:30][C:31]([NH2:33])=[NH:32])(=[O:11])=[O:10])#[N:2]. The yield is 0.800. (5) The reactants are [Cl:1][C:2]1[CH:3]=[C:4]([N:9]2C(=O)[O:12][N:11]=[C:10]2[C:15]2[C:19]([CH2:20][OH:21])=[N:18][O:17][N:16]=2)[CH:5]=[CH:6][C:7]=1[F:8].[OH-].[Na+]. The catalyst is CCO.O. The product is [Cl:1][C:2]1[CH:3]=[C:4]([NH:9][C:10]([C:15]2[C:19]([CH2:20][OH:21])=[N:18][O:17][N:16]=2)=[N:11][OH:12])[CH:5]=[CH:6][C:7]=1[F:8]. The yield is 0.870. (6) The reactants are Cl[C:2]1[C:3]2[C:10]([C:11]#[N:12])=[CH:9][NH:8][C:4]=2[N:5]=[CH:6][N:7]=1.[NH:13]1[CH2:18][CH2:17][CH2:16][CH2:15][CH2:14]1. The catalyst is C(O)(C)(C)C.CCOCC. The product is [N:13]1([C:2]2[C:3]3[C:10]([C:11]#[N:12])=[CH:9][NH:8][C:4]=3[N:5]=[CH:6][N:7]=2)[CH2:18][CH2:17][CH2:16][CH2:15][CH2:14]1. The yield is 0.420. (7) The reactants are [NH2:1][CH2:2][C:3]1[CH:4]=[C:5]2[C:10](=[CH:11][CH:12]=1)[N:9]=[C:8]([NH:13][C@H:14]1[C:22]3[C:17](=[CH:18][CH:19]=[CH:20][CH:21]=3)[CH2:16][CH2:15]1)[CH:7]=[CH:6]2.[F:23][C:24]1[CH:31]=[CH:30][C:27]([CH:28]=O)=[CH:26][CH:25]=1.C(O)(=O)C.C(O[BH-](OC(=O)C)OC(=O)C)(=O)C.[Na+]. The catalyst is ClCCCl. The product is [F:23][C:24]1[CH:31]=[CH:30][C:27]([CH2:28][NH:1][CH2:2][C:3]2[CH:4]=[C:5]3[C:10](=[CH:11][CH:12]=2)[N:9]=[C:8]([NH:13][C@H:14]2[C:22]4[C:17](=[CH:18][CH:19]=[CH:20][CH:21]=4)[CH2:16][CH2:15]2)[CH:7]=[CH:6]3)=[CH:26][CH:25]=1. The yield is 0.550.